From a dataset of Catalyst prediction with 721,799 reactions and 888 catalyst types from USPTO. Predict which catalyst facilitates the given reaction. The catalyst class is: 10. Reactant: [NH2:1][C:2]1[CH:11]=[C:10]2[C:5]([CH:6]=[CH:7][CH:8]=[C:9]2[N:12]2[CH2:17][CH2:16][N:15]([CH3:18])[CH2:14][CH2:13]2)=[CH:4][CH:3]=1.C(N(CC)CC)C.[Cl:26][C:27]1[CH:28]=[C:29]([CH:33]=[CH:34][CH:35]=1)[C:30](Cl)=[O:31]. Product: [Cl:26][C:27]1[CH:28]=[C:29]([CH:33]=[CH:34][CH:35]=1)[C:30]([NH:1][C:2]1[CH:11]=[C:10]2[C:5]([CH:6]=[CH:7][CH:8]=[C:9]2[N:12]2[CH2:17][CH2:16][N:15]([CH3:18])[CH2:14][CH2:13]2)=[CH:4][CH:3]=1)=[O:31].